Dataset: Forward reaction prediction with 1.9M reactions from USPTO patents (1976-2016). Task: Predict the product of the given reaction. (1) The product is: [NH2:46][C:42]1[C:37]2[C:36]([I:44])=[CH:35][N:34]([C@H:11]3[C@:10]([CH3:45])([OH:9])[CH:14]([OH:15])[CH:13]([CH2:24][OH:25])[O:12]3)[C:38]=2[N:39]=[CH:40][N:41]=1. Given the reactants C([O:9][C@:10]1([CH3:45])[CH:14]([O:15]C(=O)C2C=CC=CC=2)[CH:13]([CH2:24][O:25]C(=O)C2C=CC=CC=2)[O:12][C@H:11]1[N:34]1[C:38]2[N:39]=[CH:40][N:41]=[C:42](Cl)[C:37]=2[C:36]([I:44])=[CH:35]1)(=O)C1C=CC=CC=1.[NH3:46], predict the reaction product. (2) Given the reactants [OH:1][C:2]1[CH:7]=[CH:6][C:5]([CH2:8][CH2:9][C:10]([O:12][CH3:13])=[O:11])=[C:4]([O:14][CH:15]([CH3:17])[CH3:16])[CH:3]=1.[H-].[Na+].Cl[C:21]1[CH:26]=[CH:25][C:24]([C:27]([F:30])([F:29])[F:28])=[CH:23][N:22]=1.O, predict the reaction product. The product is: [CH:15]([O:14][C:4]1[CH:3]=[C:2]([O:1][C:21]2[CH:26]=[CH:25][C:24]([C:27]([F:30])([F:29])[F:28])=[CH:23][N:22]=2)[CH:7]=[CH:6][C:5]=1[CH2:8][CH2:9][C:10]([O:12][CH3:13])=[O:11])([CH3:17])[CH3:16]. (3) The product is: [Cl:1][C:2]1[CH:11]=[CH:10][CH:9]=[C:8]2[C:3]=1[CH:4]=[CH:5][C:6]([N:12]1[CH2:17][CH2:16][CH:15]([CH2:18][CH2:19][NH:20][C:21](=[O:26])[O:22][CH2:23][C:24]([NH:28][CH3:27])=[O:25])[CH2:14][CH2:13]1)=[N:7]2. Given the reactants [Cl:1][C:2]1[CH:11]=[CH:10][CH:9]=[C:8]2[C:3]=1[CH:4]=[CH:5][C:6]([N:12]1[CH2:17][CH2:16][CH:15]([CH2:18][CH2:19][N:20]3[C:24](=[O:25])[CH2:23][O:22][C:21]3=[O:26])[CH2:14][CH2:13]1)=[N:7]2.[CH3:27][NH2:28], predict the reaction product. (4) Given the reactants [NH2:1][C:2]1[C:33]([C:34]([F:37])([F:36])[F:35])=[CH:32][C:5]([CH2:6][C@@H:7]([CH2:11][C:12](=[O:31])[N:13]2[CH2:18][CH2:17][CH:16]([N:19]3[CH2:25][CH2:24][C:23]4[CH:26]=[CH:27][CH:28]=[CH:29][C:22]=4[NH:21][C:20]3=[O:30])[CH2:15][CH2:14]2)[C:8](O)=[O:9])=[CH:4][C:3]=1[Cl:38].CN(C(ON1N=NC2C=CC=CC1=2)=[N+](C)C)C.[B-](F)(F)(F)F.C(N(C(C)C)C(C)C)C.[CH3:70][N:71]1[CH2:76][CH2:75][CH:74]([NH:77][S:78]([N:81]2[CH2:86][CH2:85][NH:84][CH2:83][CH2:82]2)(=[O:80])=[O:79])[CH2:73][CH2:72]1, predict the reaction product. The product is: [CH3:70][N:71]1[CH2:76][CH2:75][CH:74]([NH:77][S:78]([N:81]2[CH2:86][CH2:85][N:84]([C:8](=[O:9])[C@@H:7]([CH2:6][C:5]3[CH:32]=[C:33]([C:34]([F:36])([F:37])[F:35])[C:2]([NH2:1])=[C:3]([Cl:38])[CH:4]=3)[CH2:11][C:12](=[O:31])[N:13]3[CH2:18][CH2:17][CH:16]([N:19]4[CH2:25][CH2:24][C:23]5[CH:26]=[CH:27][CH:28]=[CH:29][C:22]=5[NH:21][C:20]4=[O:30])[CH2:15][CH2:14]3)[CH2:83][CH2:82]2)(=[O:80])=[O:79])[CH2:73][CH2:72]1. (5) Given the reactants [NH2:1][CH2:2][C:3]1[CH:12]=[CH:11][CH:10]=[CH:9][C:4]=1[CH2:5][N:6]([CH3:8])[CH3:7].Br[C:14]1[CH:23]=[N:22][CH:21]=[CH:20][C:15]=1[C:16]([O:18][CH3:19])=[O:17], predict the reaction product. The product is: [CH3:7][N:6]([CH2:5][C:4]1[CH:9]=[CH:10][CH:11]=[CH:12][C:3]=1[CH2:2][NH:1][C:20]1[CH:21]=[N:22][CH:23]=[CH:14][C:15]=1[C:16]([O:18][CH3:19])=[O:17])[CH3:8]. (6) Given the reactants C(OC(=O)[NH:7][C@H:8]1[C@H:12]([C:13]2[CH:18]=[CH:17][CH:16]=[CH:15][CH:14]=2)[CH2:11][N:10]([CH3:19])[CH2:9]1)(C)(C)C.[ClH:21], predict the reaction product. The product is: [ClH:21].[CH3:19][N:10]1[CH2:11][C@@H:12]([C:13]2[CH:14]=[CH:15][CH:16]=[CH:17][CH:18]=2)[C@H:8]([NH2:7])[CH2:9]1. (7) Given the reactants [O:1]1[CH2:5][CH2:4][C@@H:3]([O:6][C:7]2[C:12]([NH2:13])=[CH:11][CH:10]=[CH:9][N:8]=2)[CH2:2]1.[CH3:14][O:15][C:16]([C:18]1[S:27][C:21]2[N:22]=[CH:23][N:24]=[C:25](Cl)[C:20]=2[C:19]=1[CH3:28])=[O:17].Cl, predict the reaction product. The product is: [CH3:14][O:15][C:16]([C:18]1[S:27][C:21]2[N:22]=[CH:23][N:24]=[C:25]([NH:13][C:12]3[C:7]([O:6][C@@H:3]4[CH2:4][CH2:5][O:1][CH2:2]4)=[N:8][CH:9]=[CH:10][CH:11]=3)[C:20]=2[C:19]=1[CH3:28])=[O:17]. (8) Given the reactants [CH3:1][N:2]([CH2:4][C:5]1[CH:22]=[CH:21][C:8](/[CH:9]=[N:10]/[C:11]2[CH:19]=[CH:18][CH:17]=[C:16]3[C:12]=2[CH2:13][O:14][C:15]3=[O:20])=[CH:7][CH:6]=1)[CH3:3].[CH:23]([C:26]1[CH:33]=[CH:32][C:29]([CH:30]=O)=[CH:28][CH:27]=1)([CH3:25])[CH3:24].[O-:34][CH2:35][CH3:36].[Na+].C(O)C, predict the reaction product. The product is: [CH3:1][N:2]([CH2:4][C:5]1[CH:22]=[CH:21][C:8]([CH:9]2[CH:30]([C:29]3[CH:32]=[CH:33][C:26]([CH:23]([CH3:25])[CH3:24])=[CH:27][CH:28]=3)[C:35](=[O:34])[C:36]3[C:16]([C:15]([O:14][CH2:13][CH3:12])=[O:20])=[CH:17][CH:18]=[CH:19][C:11]=3[NH:10]2)=[CH:7][CH:6]=1)[CH3:3]. (9) Given the reactants ClC1C=CC(/C=C/C(O)=O)=C(C[N:14]2[N:18]=[N:17][C:16]([CH3:19])=[N:15]2)C=1.[Br:20][C:21]1[C:26]([F:27])=[CH:25][CH:24]=[CH:23][C:22]=1[CH2:28]Br.CC1NN=NN=1, predict the reaction product. The product is: [Br:20][C:21]1[C:26]([F:27])=[CH:25][CH:24]=[CH:23][C:22]=1[CH2:28][N:14]1[N:18]=[N:17][C:16]([CH3:19])=[N:15]1. (10) Given the reactants [N+:1]([C:4]1[CH:11]=[CH:10][CH:9]=[CH:8][C:5]=1[CH2:6][OH:7])([O-:3])=[O:2].[SH:12][CH2:13][CH2:14][CH2:15][CH2:16][CH2:17][CH2:18][CH2:19][CH2:20][CH2:21][CH2:22][C:23](O)=[O:24].C1CCC(N=C=NC2CCCCC2)CC1, predict the reaction product. The product is: [SH:12][CH2:13][CH2:14][CH2:15][CH2:16][CH2:17][CH2:18][CH2:19][CH2:20][CH2:21][CH2:22][C:23]([O:7][CH2:6][C:5]1[CH:8]=[CH:9][CH:10]=[CH:11][C:4]=1[N+:1]([O-:3])=[O:2])=[O:24].